From a dataset of Catalyst prediction with 721,799 reactions and 888 catalyst types from USPTO. Predict which catalyst facilitates the given reaction. (1) Reactant: C(=O)=O.[CH3:4][C:5]([CH3:20])([CH3:19])[CH:6]([C:8]1[O:9][C:10]([C:13]2[CH:18]=[CH:17][N:16]=[CH:15][CH:14]=2)=[N:11][N:12]=1)[OH:7]. Product: [CH3:4][C:5]([CH3:20])([CH3:19])[C@H:6]([C:8]1[O:9][C:10]([C:13]2[CH:18]=[CH:17][N:16]=[CH:15][CH:14]=2)=[N:11][N:12]=1)[OH:7].[CH3:4][C:5]([CH3:20])([CH3:19])[C@@H:6]([C:8]1[O:9][C:10]([C:13]2[CH:18]=[CH:17][N:16]=[CH:15][CH:14]=2)=[N:11][N:12]=1)[OH:7]. The catalyst class is: 22. (2) Reactant: [NH2:1][C:2]1[CH:41]=[CH:40][C:5]([O:6][C:7]2[CH:39]=[CH:38][C:10]([CH2:11][N:12]([CH2:29][C:30]3[CH:35]=[CH:34][C:33]([C:36]#[N:37])=[CH:32][CH:31]=3)[C:13]3[C:14]([CH3:28])=[C:15]([N:19]([S:24]([CH3:27])(=[O:26])=[O:25])[S:20]([CH3:23])(=[O:22])=[O:21])[CH:16]=[CH:17][CH:18]=3)=[CH:9][CH:8]=2)=[CH:4][C:3]=1[O:42][CH2:43][CH2:44][C:45]1[CH:46]=[N:47][CH:48]=[CH:49][CH:50]=1.C(N(CC)CC)C.Cl[C:59](=[O:65])[CH2:60][C:61]([O:63][CH3:64])=[O:62].[NH4+].[Cl-]. Product: [C:36]([C:33]1[CH:34]=[CH:35][C:30]([CH2:29][N:12]([CH2:11][C:10]2[CH:38]=[CH:39][C:7]([O:6][C:5]3[CH:40]=[CH:41][C:2]([NH:1][C:59](=[O:65])[CH2:60][C:61]([O:63][CH3:64])=[O:62])=[C:3]([O:42][CH2:43][CH2:44][C:45]4[CH:46]=[N:47][CH:48]=[CH:49][CH:50]=4)[CH:4]=3)=[CH:8][CH:9]=2)[C:13]2[CH:18]=[CH:17][CH:16]=[C:15]([N:19]([S:24]([CH3:27])(=[O:25])=[O:26])[S:20]([CH3:23])(=[O:21])=[O:22])[C:14]=2[CH3:28])=[CH:31][CH:32]=1)#[N:37]. The catalyst class is: 2. (3) Reactant: CCN(C(C)C)C(C)C.Cl.[NH:11]1[CH2:16][CH:15]=[C:14]([CH2:17][C:18]2[S:19][CH:20]=[CH:21][N:22]=2)[CH2:13][CH2:12]1.[CH3:23][C:24]1([CH3:40])[C:33](=[O:34])[NH:32][C:31]2[N:30]=[CH:29][C:28](/[CH:35]=[CH:36]/[C:37](O)=[O:38])=[CH:27][C:26]=2[CH2:25]1.C1C=CC2N(O)N=NC=2C=1.CCN=C=NCCCN(C)C.Cl. Product: [CH3:23][C:24]1([CH3:40])[CH2:25][C:26]2[C:31](=[N:30][CH:29]=[C:28](/[CH:35]=[CH:36]/[C:37](=[O:38])[N:11]3[CH2:12][CH2:13][C:14]([CH2:17][C:18]4[S:19][CH:20]=[CH:21][N:22]=4)=[CH:15][CH2:16]3)[CH:27]=2)[NH:32][C:33]1=[O:34]. The catalyst class is: 3. (4) Reactant: [CH3:1][C:2]1[CH:3]=[C:4]2[C:9](=[CH:10][CH:11]=1)[N:8]=[CH:7][NH:6][C:5]2=O.C(N(CC)CC)C.P(Cl)(Cl)([Cl:22])=O.O. Product: [Cl:22][C:5]1[C:4]2[C:9](=[CH:10][CH:11]=[C:2]([CH3:1])[CH:3]=2)[N:8]=[CH:7][N:6]=1. The catalyst class is: 260.